From a dataset of Full USPTO retrosynthesis dataset with 1.9M reactions from patents (1976-2016). Predict the reactants needed to synthesize the given product. (1) Given the product [CH3:20][C:19]([OH:21])([CH3:22])[CH2:18][NH:17][CH2:10][CH2:9][CH2:8][S:6]([CH2:5][CH2:4][CH2:3][C:2]([F:16])([F:1])[C:12]([F:15])([F:14])[F:13])=[O:7], predict the reactants needed to synthesize it. The reactants are: [F:1][C:2]([F:16])([C:12]([F:15])([F:14])[F:13])[CH2:3][CH2:4][CH2:5][S:6]([CH2:8][CH2:9][CH2:10]Cl)=[O:7].[NH2:17][CH2:18][C:19]([CH3:22])([OH:21])[CH3:20]. (2) Given the product [ClH:17].[CH3:1][O:2][CH2:3][CH2:4][N:5]1[CH2:10][CH2:9][C:8](=[CH:11][C:12]([Cl:17])=[O:14])[CH2:7][CH2:6]1, predict the reactants needed to synthesize it. The reactants are: [CH3:1][O:2][CH2:3][CH2:4][N:5]1[CH2:10][CH2:9][C:8](=[CH:11][C:12]([OH:14])=O)[CH2:7][CH2:6]1.S(Cl)([Cl:17])=O. (3) Given the product [CH2:12]([C:11]1[S:10][C:9]([C:14]2[CH:15]=[CH:16][C:17]([C:20]([F:23])([F:22])[F:21])=[CH:18][CH:19]=2)=[N:8][C:7]=1[CH:5]([CH3:6])[CH2:4][OH:3])[CH3:13], predict the reactants needed to synthesize it. The reactants are: C([O:3][C:4](=O)[CH:5]([C:7]1[N:8]=[C:9]([C:14]2[CH:19]=[CH:18][C:17]([C:20]([F:23])([F:22])[F:21])=[CH:16][CH:15]=2)[S:10][C:11]=1[CH2:12][CH3:13])[CH3:6])C.[H-].[Al+3].[Li+].[H-].[H-].[H-]. (4) The reactants are: [CH:1]1([N:4]2[CH2:9][CH2:8][NH:7][CH2:6][CH2:5]2)[CH2:3][CH2:2]1.[Cl:10][C:11]1[CH:20]=[CH:19][C:18]2[C:13](=[CH:14][CH:15]=[C:16]([S:21][C:22]([F:25])([F:24])[F:23])[CH:17]=2)[N:12]=1. Given the product [ClH:10].[CH:1]1([N:4]2[CH2:9][CH2:8][N:7]([C:11]3[CH:20]=[CH:19][C:18]4[C:13](=[CH:14][CH:15]=[C:16]([S:21][C:22]([F:23])([F:24])[F:25])[CH:17]=4)[N:12]=3)[CH2:6][CH2:5]2)[CH2:3][CH2:2]1, predict the reactants needed to synthesize it. (5) Given the product [CH3:21][S:22]([O:1][C@H:2]1[CH2:6][CH2:5][N:4]([C:7]([O:9][C:10]([CH3:13])([CH3:12])[CH3:11])=[O:8])[CH2:3]1)(=[O:24])=[O:23], predict the reactants needed to synthesize it. The reactants are: [OH:1][C@H:2]1[CH2:6][CH2:5][N:4]([C:7]([O:9][C:10]([CH3:13])([CH3:12])[CH3:11])=[O:8])[CH2:3]1.C(N(CC)CC)C.[CH3:21][S:22](Cl)(=[O:24])=[O:23].O. (6) Given the product [F:39][C:38]([F:41])([F:40])[C:36]([OH:42])=[O:37].[NH:26]1[CH2:27][CH2:28][CH:23]([S:20]([C:17]2[CH:16]=[CH:15][C:14]([CH2:13][NH:12][C:10]([C:2]3[O:1][C:5]4=[CH:6][N:7]=[CH:8][CH:9]=[C:4]4[CH:3]=3)=[O:11])=[N:19][CH:18]=2)(=[O:22])=[O:21])[CH2:24][CH2:25]1, predict the reactants needed to synthesize it. The reactants are: [O:1]1[C:5]2=[CH:6][N:7]=[CH:8][CH:9]=[C:4]2[CH:3]=[C:2]1[C:10]([NH:12][CH2:13][C:14]1[N:19]=[CH:18][C:17]([S:20]([CH:23]2[CH2:28][CH2:27][N:26](C(OC(C)(C)C)=O)[CH2:25][CH2:24]2)(=[O:22])=[O:21])=[CH:16][CH:15]=1)=[O:11].[C:36]([OH:42])([C:38]([F:41])([F:40])[F:39])=[O:37]. (7) Given the product [CH3:1][O:2][C:3](=[O:17])[C:4]1[CH:9]=[CH:8][C:7]([C:10]([F:24])([C:12]([O:14][CH3:15])=[O:13])[CH3:11])=[CH:6][CH:5]=1, predict the reactants needed to synthesize it. The reactants are: [CH3:1][O:2][C:3](=[O:17])[C:4]1[CH:9]=[CH:8][C:7]([C:10](O)([C:12]([O:14][CH3:15])=[O:13])[CH3:11])=[CH:6][CH:5]=1.CCN(S(F)(F)[F:24])CC.